The task is: Predict the product of the given reaction.. This data is from Forward reaction prediction with 1.9M reactions from USPTO patents (1976-2016). (1) Given the reactants C(C1N=C(N2CCOCC2)C2N=NN(CC3C=CC=CC=3Cl)C=2N=1)(C)(C)C.[C:28]([C:32]1[N:33]=[C:34](Cl)[C:35]2[N:40]=[N:39][N:38]([CH2:41][C:42]3[CH:47]=[CH:46][CH:45]=[CH:44][C:43]=3[Cl:48])[C:36]=2[N:37]=1)([CH3:31])([CH3:30])[CH3:29].Cl.[F:51][C:52]1([F:56])[CH2:55][NH:54][CH2:53]1, predict the reaction product. The product is: [C:28]([C:32]1[N:33]=[C:34]([N:54]2[CH2:55][C:52]([F:56])([F:51])[CH2:53]2)[C:35]2[N:40]=[N:39][N:38]([CH2:41][C:42]3[CH:47]=[CH:46][CH:45]=[CH:44][C:43]=3[Cl:48])[C:36]=2[N:37]=1)([CH3:31])([CH3:30])[CH3:29]. (2) Given the reactants [CH:1]1([CH2:7][O:8][C:9]2[C:10]([NH2:15])=[N:11][CH:12]=[CH:13][CH:14]=2)[CH2:6][CH2:5][CH2:4][CH2:3][CH2:2]1.[Br:16]N1C(=O)CCC1=O.O.C(OCC)(=O)C, predict the reaction product. The product is: [Br:16][C:13]1[CH:14]=[C:9]([O:8][CH2:7][CH:1]2[CH2:2][CH2:3][CH2:4][CH2:5][CH2:6]2)[C:10]([NH2:15])=[N:11][CH:12]=1.